Task: Predict the reaction yield, written as a fraction of the theoretical maximum amount of product (1.0 means a 100% yield; for example, 0.34 means a 34% yield).. Dataset: Reaction yield outcomes from USPTO patents with 853,638 reactions (1) The reactants are [C:1]([NH:4][C:5]1[CH:13]=[CH:12][CH:11]=[C:10]2[C:6]=1[C:7](=[O:33])[N:8]([CH:15]([C:20]1[CH:25]=[CH:24][C:23]([O:26][CH:27]([F:29])[F:28])=[C:22]([O:30][CH2:31][CH3:32])[CH:21]=1)[CH2:16][C:17](O)=[O:18])[C:9]2=[O:14])(=[O:3])[CH3:2].C1N=CN(C(N2C=NC=C2)=O)C=1.Cl.[NH2:47][OH:48]. The catalyst is C1COCC1. The product is [C:1]([NH:4][C:5]1[CH:13]=[CH:12][CH:11]=[C:10]2[C:6]=1[C:7](=[O:33])[N:8]([CH:15]([C:20]1[CH:25]=[CH:24][C:23]([O:26][CH:27]([F:28])[F:29])=[C:22]([O:30][CH2:31][CH3:32])[CH:21]=1)[CH2:16][C:17]([NH:47][OH:48])=[O:18])[C:9]2=[O:14])(=[O:3])[CH3:2]. The yield is 0.500. (2) The reactants are [CH3:1][CH2:2][C:3]([C:6]([O:8][C@@H:9]1[C@@H:14]2[C@@H:15]([CH2:20][CH2:21][C@H:22]3[O:28][C:26](=[O:27])[CH2:25][C@H:24]([OH:29])[CH2:23]3)[C@@H:16]([CH3:19])[CH:17]=[CH:18][C:13]2=[CH:12][C@H](C)[CH2:10]1)=[O:7])([CH3:5])[CH3:4].[OH-:31].[Na+:32].C(Cl)Cl.[C:36](#N)[CH3:37]. The catalyst is O.CC(C)=O. The product is [CH3:1][CH2:2][C:3]([C:6]([O:8][C@@H:9]1[C@@H:14]2[C@@H:15]([CH2:20][CH2:21][C@@H:22]([OH:28])[CH2:23][C@@H:24]([OH:29])[CH2:25][C:26]([O-:27])=[O:31])[C@@H:16]([CH3:19])[CH:17]=[CH:18][C:13]2=[CH:12][C@H:36]([CH3:37])[CH2:10]1)=[O:7])([CH3:4])[CH3:5].[Na+:32]. The yield is 0.778. (3) The reactants are [CH2:1]([C:5]1[N:6]=[C:7]([CH3:27])[NH:8][C:9](=[O:26])[C:10]=1[CH2:11][C:12]1[CH:17]=[CH:16][C:15]([C:18]2[C:19]([C:24]#[N:25])=[CH:20][CH:21]=[CH:22][CH:23]=2)=[CH:14][CH:13]=1)[CH2:2][CH2:3][CH3:4].C(C=P(CCCC)(CCCC)CCCC)#N.[CH3:44][C:45]([C:49]1[CH:54]=[CH:53][CH:52]=[CH:51][CH:50]=1)([CH3:48])[CH2:46]O. The catalyst is C1(C)C=CC=CC=1. The product is [CH2:1]([C:5]1[N:6]=[C:7]([CH3:27])[N:8]([CH2:44][C:45]([CH3:48])([C:49]2[CH:54]=[CH:53][CH:52]=[CH:51][CH:50]=2)[CH3:46])[C:9](=[O:26])[C:10]=1[CH2:11][C:12]1[CH:17]=[CH:16][C:15]([C:18]2[C:19]([C:24]#[N:25])=[CH:20][CH:21]=[CH:22][CH:23]=2)=[CH:14][CH:13]=1)[CH2:2][CH2:3][CH3:4]. The yield is 0.100. (4) The reactants are [Br:1][C:2]1[CH:7]=[CH:6][C:5]([S:8](Cl)(=[O:10])=[O:9])=[CH:4][CH:3]=1.[CH3:12][NH2:13]. No catalyst specified. The product is [Br:1][C:2]1[CH:7]=[CH:6][C:5]([S:8]([NH:13][CH3:12])(=[O:10])=[O:9])=[CH:4][CH:3]=1. The yield is 0.280. (5) The catalyst is CS(C)=O.[Cu]I. The yield is 0.200. The reactants are [CH2:1]([NH:8][C:9]([C:11]1[S:15][C:14]([NH:16][C:17]([C:19]2[CH:24]=[CH:23][NH:22][C:21](=[O:25])[CH:20]=2)=[O:18])=[N:13][C:12]=1[CH3:26])=[O:10])[C:2]1[CH:7]=[CH:6][CH:5]=[CH:4][CH:3]=1.C(=O)([O-])[O-].[K+].[K+].O[C:34]1[CH:35]=[CH:36][CH:37]=[C:38]2[C:43]=1N=CC=C2.IC1C=CC=CC=1. The product is [CH2:1]([NH:8][C:9]([C:11]1[S:15][C:14]([NH:16][C:17]([C:19]2[CH:24]=[CH:23][N:22]([C:34]3[CH:35]=[CH:36][CH:37]=[CH:38][CH:43]=3)[C:21](=[O:25])[CH:20]=2)=[O:18])=[N:13][C:12]=1[CH3:26])=[O:10])[C:2]1[CH:7]=[CH:6][CH:5]=[CH:4][CH:3]=1. (6) The reactants are Br[C:2]1[CH:7]=[C:6]([Br:8])[CH:5]=[C:4]([Br:9])[CH:3]=1.C([Li])CCC.CCCCCC.Cl[Si:22]([C:35]1[CH:40]=[CH:39][CH:38]=[CH:37][CH:36]=1)([C:29]1[CH:34]=[CH:33][CH:32]=[CH:31][CH:30]=1)[C:23]1[CH:28]=[CH:27][CH:26]=[CH:25][CH:24]=1. The catalyst is C(OCC)C. The product is [Br:9][C:4]1[CH:3]=[C:2]([Si:22]([C:29]2[CH:30]=[CH:31][CH:32]=[CH:33][CH:34]=2)([C:35]2[CH:40]=[CH:39][CH:38]=[CH:37][CH:36]=2)[C:23]2[CH:24]=[CH:25][CH:26]=[CH:27][CH:28]=2)[CH:7]=[C:6]([Br:8])[CH:5]=1. The yield is 0.280.